From a dataset of CYP1A2 inhibition data for predicting drug metabolism from PubChem BioAssay. Regression/Classification. Given a drug SMILES string, predict its absorption, distribution, metabolism, or excretion properties. Task type varies by dataset: regression for continuous measurements (e.g., permeability, clearance, half-life) or binary classification for categorical outcomes (e.g., BBB penetration, CYP inhibition). Dataset: cyp1a2_veith. (1) The drug is Cc1cc(C)c2nc(-c3ccccn3)cc(C(=O)Nc3ccc(S(=O)(=O)Nc4cc(C)on4)cc3)c2c1. The result is 0 (non-inhibitor). (2) The drug is O=C(Nc1ccc(Cl)cc1)N1CCc2[nH]c3ccccc3c2C1. The result is 1 (inhibitor).